This data is from Catalyst prediction with 721,799 reactions and 888 catalyst types from USPTO. The task is: Predict which catalyst facilitates the given reaction. (1) Reactant: [F:1][C:2]1[C:3]([CH3:12])=[C:4]([C:8]([F:11])=[CH:9][CH:10]=1)[C:5]([OH:7])=O.[CH3:13][O:14][C:15]1[CH:16]=[C:17]([CH3:25])[CH:18]=[C:19]([O:23][CH3:24])[C:20]=1[O:21][CH3:22].O=P12OP3(OP(OP(O3)(O1)=O)(=O)O2)=O.COC(OC)(OC)C1C=CC=CC=1. Product: [F:11][C:8]1[CH:9]=[CH:10][C:2]([F:1])=[C:3]([CH3:12])[C:4]=1[C:5]([C:18]1[C:19]([O:23][CH3:24])=[C:20]([O:21][CH3:22])[C:15]([O:14][CH3:13])=[CH:16][C:17]=1[CH3:25])=[O:7]. The catalyst class is: 229. (2) Reactant: [CH2:1]([O:8][C:9]1[C:14]2[CH2:15][CH:16]([C:17]#N)[C:13]=2[CH:12]=[CH:11][CH:10]=1)[C:2]1[CH:7]=[CH:6][CH:5]=[CH:4][CH:3]=1.[OH-:19].[K+].[OH2:21]. Product: [CH2:1]([O:8][C:9]1[C:14]2[CH2:15][CH:16]([C:17]([OH:21])=[O:19])[C:13]=2[CH:12]=[CH:11][CH:10]=1)[C:2]1[CH:7]=[CH:6][CH:5]=[CH:4][CH:3]=1. The catalyst class is: 8. (3) Reactant: S(Cl)(Cl)=O.CN(C=O)C.[C:10]1([N:16]2[C:28]([CH2:29][CH2:30][CH:31]3[CH2:36][CH2:35][NH:34][CH2:33][CH2:32]3)=[C:27]3[C:18]([C:19](=O)[NH:20][C:21]4[CH:22]=[CH:23][CH:24]=[CH:25][C:26]=43)=[N:17]2)[CH:15]=[CH:14][CH:13]=[CH:12][CH:11]=1.[Cl:38]CCl. Product: [Cl:38][C:19]1[C:18]2=[N:17][N:16]([C:10]3[CH:15]=[CH:14][CH:13]=[CH:12][CH:11]=3)[C:28]([CH2:29][CH2:30][CH:31]3[CH2:32][CH2:33][NH:34][CH2:35][CH2:36]3)=[C:27]2[C:26]2[CH:25]=[CH:24][CH:23]=[CH:22][C:21]=2[N:20]=1. The catalyst class is: 10. (4) Reactant: [N:1]1[N:2]([C:6]2[CH:36]=[CH:35][CH:34]=[CH:33][C:7]=2[C:8]([N:10]2[C@H:15]([CH3:16])[CH2:14][CH2:13][C@@H:12]([C:17]([NH:19][CH:20]([C:25](=O)[C:26]3[CH:31]=[CH:30][CH:29]=[CH:28][CH:27]=3)[C:21]([O:23]C)=[O:22])=[O:18])[CH2:11]2)=O)[N:3]=[CH:4][CH:5]=1.O[Li].[OH2:39]. Product: [N:1]1[N:2]([C:6]2[CH:36]=[CH:35][CH:34]=[CH:33][C:7]=2[C:8]([N:10]2[C@H:15]([CH3:16])[CH2:14][CH2:13][C@@H:12]([C:17]3[O:18][C:25]([C:26]4[CH:31]=[CH:30][CH:29]=[CH:28][CH:27]=4)=[C:20]([C:21]([OH:23])=[O:22])[N:19]=3)[CH2:11]2)=[O:39])[N:3]=[CH:4][CH:5]=1. The catalyst class is: 20. (5) Reactant: I[C:2]1[C:10]2[C:5](=[N:6][CH:7]=[C:8]([C:11]([F:14])([F:13])[F:12])[CH:9]=2)[N:4]([C:15]2[CH:20]=[CH:19][CH:18]=[CH:17][CH:16]=2)[C:3]=1[C:21]1[N:26]=[CH:25][C:24]([S:27]([NH:30][C@@H:31]([CH3:36])[C:32]([F:35])([F:34])[F:33])(=[O:29])=[O:28])=[CH:23][CH:22]=1.[C:37]([Cu])#[N:38]. Product: [C:37]([C:2]1[C:10]2[C:5](=[N:6][CH:7]=[C:8]([C:11]([F:14])([F:13])[F:12])[CH:9]=2)[N:4]([C:15]2[CH:20]=[CH:19][CH:18]=[CH:17][CH:16]=2)[C:3]=1[C:21]1[N:26]=[CH:25][C:24]([S:27]([NH:30][C@@H:31]([CH3:36])[C:32]([F:35])([F:34])[F:33])(=[O:29])=[O:28])=[CH:23][CH:22]=1)#[N:38]. The catalyst class is: 37. (6) Reactant: [N+:1]([C:4]1[CH:9]=[CH:8][C:7]([CH:10]([CH2:16][C:17]([O:19][CH2:20][CH3:21])=[O:18])[C:11]([O:13][CH2:14][CH3:15])=[O:12])=[CH:6][CH:5]=1)([O-])=O.C(O)(=O)C. Product: [NH2:1][C:4]1[CH:9]=[CH:8][C:7]([CH:10]([CH2:16][C:17]([O:19][CH2:20][CH3:21])=[O:18])[C:11]([O:13][CH2:14][CH3:15])=[O:12])=[CH:6][CH:5]=1. The catalyst class is: 63.